Dataset: Full USPTO retrosynthesis dataset with 1.9M reactions from patents (1976-2016). Task: Predict the reactants needed to synthesize the given product. Given the product [NH2:19][C:9]1[CH:10]=[CH:11][C:12]2[C:13]3[CH2:14][CH2:15][CH2:16][CH2:17][C:18]=3[C:5](=[O:4])[NH:6][C:7]=2[CH:8]=1, predict the reactants needed to synthesize it. The reactants are: O.NN.[O:4]=[C:5]1[C:18]2[CH2:17][CH2:16][CH2:15][CH2:14][C:13]=2[C:12]2[CH:11]=[CH:10][C:9]([N:19]3C(=O)C4C(C=CC=C4)C3=O)=[CH:8][C:7]=2[NH:6]1.